Dataset: Full USPTO retrosynthesis dataset with 1.9M reactions from patents (1976-2016). Task: Predict the reactants needed to synthesize the given product. Given the product [Br:1][C:2]1[CH:3]=[CH:4][C:5]([C:8]2[CH:13]=[CH:12][CH:11]=[C:10]([OH:14])[C:9]=2[OH:16])=[CH:6][CH:7]=1, predict the reactants needed to synthesize it. The reactants are: [Br:1][C:2]1[CH:7]=[CH:6][C:5]([C:8]2[CH:13]=[CH:12][CH:11]=[C:10]([O:14]C)[C:9]=2[O:16]C)=[CH:4][CH:3]=1.B(Br)(Br)Br.C(Cl)Cl.